Predict which catalyst facilitates the given reaction. From a dataset of Catalyst prediction with 721,799 reactions and 888 catalyst types from USPTO. (1) Reactant: C(N(CC)CC)C.[CH2:8]([NH:10][C:11]([N:13]1[C:21]2[C:16](=[CH:17][C:18]([O:22][C:23]3[CH:28]=[CH:27][N:26]=[C:25]([NH2:29])[CH:24]=3)=[CH:19][CH:20]=2)[CH:15]=[CH:14]1)=[O:12])[CH3:9].Cl[C:31]([O:33][C:34]1[CH:39]=[CH:38][CH:37]=[CH:36][CH:35]=1)=[O:32]. Product: [CH2:8]([NH:10][C:11]([N:13]1[C:21]2[C:16](=[CH:17][C:18]([O:22][C:23]3[CH:28]=[CH:27][N:26]=[C:25]([NH:29][C:31](=[O:32])[O:33][C:34]4[CH:39]=[CH:38][CH:37]=[CH:36][CH:35]=4)[CH:24]=3)=[CH:19][CH:20]=2)[CH:15]=[CH:14]1)=[O:12])[CH3:9]. The catalyst class is: 7. (2) Reactant: [NH2:1][C:2]1[C:3]([C:13]([NH:15][CH3:16])=[O:14])=[N:4][N:5]2[CH2:10][CH2:9][N:8]([CH3:11])[C:7](=[O:12])[C:6]=12.[F:17][C:18]([F:33])([F:32])[C:19]1[C:27]2[CH2:26][CH2:25][CH2:24][CH2:23][C:22]=2[N:21]([CH2:28][C:29](O)=[O:30])[N:20]=1.[I-].ClC1C=CC=C[N+]=1C.C(N(CC)C(C)C)(C)C. Product: [CH3:16][NH:15][C:13]([C:3]1[C:2]([NH:1][C:29](=[O:30])[CH2:28][N:21]2[C:22]3[CH2:23][CH2:24][CH2:25][CH2:26][C:27]=3[C:19]([C:18]([F:32])([F:17])[F:33])=[N:20]2)=[C:6]2[C:7](=[O:12])[N:8]([CH3:11])[CH2:9][CH2:10][N:5]2[N:4]=1)=[O:14]. The catalyst class is: 12. (3) Reactant: Cl.[CH3:2][O:3][C:4]1[CH:5]=[C:6]([S:12]([N:15]2[CH2:20][C@H:19]([CH3:21])[NH:18][CH2:17][C@@H:16]2[CH3:22])(=[O:14])=[O:13])[CH:7]=[CH:8][C:9]=1[O:10][CH3:11].CCN(C(C)C)C(C)C.[O:32]1[C:37]2[CH:38]=[CH:39][C:40]([S:42](Cl)(=[O:44])=[O:43])=[CH:41][C:36]=2[O:35][CH2:34][CH2:33]1. Product: [CH3:2][O:3][C:4]1[CH:5]=[C:6]([S:12]([N:15]2[CH2:20][C@H:19]([CH3:21])[N:18]([S:42]([C:40]3[CH:39]=[CH:38][C:37]4[O:32][CH2:33][CH2:34][O:35][C:36]=4[CH:41]=3)(=[O:43])=[O:44])[CH2:17][C@@H:16]2[CH3:22])(=[O:13])=[O:14])[CH:7]=[CH:8][C:9]=1[O:10][CH3:11]. The catalyst class is: 2. (4) The catalyst class is: 368. Reactant: Br[C:2]1[C:3]([CH3:22])=[C:4]([N:8]2[C:17](=[O:18])[C:16]3[C:11](=[CH:12][CH:13]=[C:14]([F:19])[CH:15]=3)[N:10]([CH3:20])[C:9]2=[O:21])[CH:5]=[CH:6][CH:7]=1.[CH3:23][C:24]1([CH3:40])[C:28]([CH3:30])([CH3:29])[O:27][B:26]([B:26]2[O:27][C:28]([CH3:30])([CH3:29])[C:24]([CH3:40])([CH3:23])[O:25]2)[O:25]1.C([O-])(=O)C.[K+]. Product: [F:19][C:14]1[CH:15]=[C:16]2[C:11](=[CH:12][CH:13]=1)[N:10]([CH3:20])[C:9](=[O:21])[N:8]([C:4]1[CH:5]=[CH:6][CH:7]=[C:2]([B:26]3[O:27][C:28]([CH3:30])([CH3:29])[C:24]([CH3:40])([CH3:23])[O:25]3)[C:3]=1[CH3:22])[C:17]2=[O:18]. (5) Reactant: [F:1][C:2]([F:9])([F:8])[C:3]([O:5]CC)=O.C[O-].[Na+].CO.[C:15]1(=[O:25])[C:24]2[C:19](=[CH:20][CH:21]=[CH:22][CH:23]=2)[CH2:18][CH2:17][CH2:16]1.Cl. Product: [F:9][C:2]([F:1])([F:8])[C:3]([CH:16]1[CH2:17][CH2:18][C:19]2[C:24](=[CH:23][CH:22]=[CH:21][CH:20]=2)[C:15]1=[O:25])=[O:5]. The catalyst class is: 28. (6) Product: [Cl:1][C:2]1[C:3]([C:8]([NH:27][C:26]2[CH:28]=[CH:29][C:30]([F:32])=[CH:31][C:25]=2[F:24])=[O:10])=[N:4][CH:5]=[CH:6][N:7]=1. The catalyst class is: 59. Reactant: [Cl:1][C:2]1[C:3]([C:8]([OH:10])=O)=[N:4][CH:5]=[CH:6][N:7]=1.C(Cl)(=O)C(Cl)=O.C(N(CC)CC)C.[F:24][C:25]1[CH:31]=[C:30]([F:32])[CH:29]=[CH:28][C:26]=1[NH2:27]. (7) Reactant: C(O[C:6](=O)[N:7]([C@@H:9]([CH3:47])[C:10]([NH:12][C@@H:13]([CH:41]1[CH2:46][CH2:45][CH2:44][CH2:43][CH2:42]1)[C:14]([N:16]1[C@H:21]([C:22](=[O:34])[NH:23][C@H:24]2[C:33]3[C:28](=[CH:29][CH:30]=[CH:31][CH:32]=3)[O:27][CH2:26][CH2:25]2)[CH2:20][N:19]2[CH2:35][C@H:36]([O:38][CH2:39][CH3:40])[CH2:37][C@@H:18]2[CH2:17]1)=[O:15])=[O:11])C)(C)(C)C.Cl.COC1CCCC1.[OH-].[Na+]. Product: [CH:41]1([C@H:13]([NH:12][C:10](=[O:11])[C@H:9]([CH3:47])[NH:7][CH3:6])[C:14]([N:16]2[C@H:21]([C:22]([NH:23][C@H:24]3[C:33]4[C:28](=[CH:29][CH:30]=[CH:31][CH:32]=4)[O:27][CH2:26][CH2:25]3)=[O:34])[CH2:20][N:19]3[CH2:35][C@H:36]([O:38][CH2:39][CH3:40])[CH2:37][C@@H:18]3[CH2:17]2)=[O:15])[CH2:46][CH2:45][CH2:44][CH2:43][CH2:42]1. The catalyst class is: 13. (8) Product: [Br:8][C:15]1[CH:16]=[C:11]([F:10])[C:12]([NH2:17])=[N:13][CH:14]=1. Reactant: C1C(=O)N([Br:8])C(=O)C1.Cl.[F:10][C:11]1[C:12]([NH2:17])=[N:13][CH:14]=[CH:15][CH:16]=1. The catalyst class is: 10.